From a dataset of Catalyst prediction with 721,799 reactions and 888 catalyst types from USPTO. Predict which catalyst facilitates the given reaction. (1) Reactant: [CH2:1]([C:5]12[CH2:17][CH2:16][C:15](=O)[C:14]([CH3:19])=[C:13]1[C:12]1[C:7](=[CH:8][C:9]([OH:20])=[CH:10][CH:11]=1)[CH2:6]2)[CH2:2][CH2:3][CH3:4].Cl.[NH2:22][OH:23]. Product: [CH2:1]([C:5]12[CH2:17][CH2:16]/[C:15](=[N:22]\[OH:23])/[C:14]([CH3:19])=[C:13]1[C:12]1[C:7](=[CH:8][C:9]([OH:20])=[CH:10][CH:11]=1)[CH2:6]2)[CH2:2][CH2:3][CH3:4]. The catalyst class is: 17. (2) Reactant: [CH2:1]([O:3][C:4]([C:6]1[CH:7]=[N:8][N:9]([C:11]2[N:16]=[CH:15][C:14]([C:17]([O:19]C(C)(C)C)=[O:18])=[CH:13][CH:12]=2)[CH:10]=1)=[O:5])[CH3:2].FC(F)(F)C(O)=O. Product: [CH2:1]([O:3][C:4]([C:6]1[CH:7]=[N:8][N:9]([C:11]2[N:16]=[CH:15][C:14]([C:17]([OH:19])=[O:18])=[CH:13][CH:12]=2)[CH:10]=1)=[O:5])[CH3:2]. The catalyst class is: 2. (3) Reactant: [F:1][C:2]1[CH:3]=[C:4]2[C:8](=[CH:9][C:10]=1[NH2:11])[NH:7][C:6](=[O:12])[CH2:5]2.N1CCCCC1.Cl[C:20]([C@@H:22]([O:24][C:25](=[O:27])[CH3:26])[CH3:23])=[O:21]. Product: [F:1][C:2]1[CH:3]=[C:4]2[C:8](=[CH:9][C:10]=1[NH:11][C:20]([CH:22]([O:24][C:25](=[O:27])[CH3:26])[CH3:23])=[O:21])[NH:7][C:6](=[O:12])[CH2:5]2. The catalyst class is: 7. (4) Reactant: [F:1][C:2]1[C:17]([CH3:18])=[CH:16][C:5]2[N:6]([CH:10]3[CH2:15][CH2:14][NH:13][CH2:12][CH2:11]3)[C:7](=[O:9])[NH:8][C:4]=2[CH:3]=1.O[C:20]([CH3:24])([CH3:23])[C:21]#[N:22].[O:25]1[CH2:30]CC(=O)C[CH2:26]1. Product: [F:1][C:2]1[C:17]([CH3:18])=[CH:16][C:5]2[N:6]([CH:10]3[CH2:11][CH2:12][N:13]([C:20]4([C:21]#[N:22])[CH2:24][CH2:30][O:25][CH2:26][CH2:23]4)[CH2:14][CH2:15]3)[C:7](=[O:9])[NH:8][C:4]=2[CH:3]=1. The catalyst class is: 44. (5) Reactant: Cl[C:2](=[O:14])[CH2:3][C:4]([O:6][CH2:7][C:8]1[CH:13]=[CH:12][CH:11]=[CH:10][CH:9]=1)=[O:5].C(N(CC)CC)C.[NH:22]1[CH2:27][CH2:26][CH:25]([C:28]#[N:29])[CH2:24][CH2:23]1.O. Product: [C:28]([CH:25]1[CH2:26][CH2:27][N:22]([C:2](=[O:14])[CH2:3][C:4]([O:6][CH2:7][C:8]2[CH:13]=[CH:12][CH:11]=[CH:10][CH:9]=2)=[O:5])[CH2:23][CH2:24]1)#[N:29]. The catalyst class is: 4.